From a dataset of Forward reaction prediction with 1.9M reactions from USPTO patents (1976-2016). Predict the product of the given reaction. (1) Given the reactants Br[C:2]1[N:3]([CH2:21][C:22]([O:24][C:25]([CH3:28])([CH3:27])[CH3:26])=[O:23])[C:4]2[C:9]([C:10]=1[CH:11]1[CH2:16][CH2:15][CH2:14][CH2:13][CH2:12]1)=[CH:8][CH:7]=[C:6]([C:17]([O:19][CH3:20])=[O:18])[CH:5]=2.C([O-])([O-])=O.[Na+].[Na+].[C:35]1(B(O)O)[CH:40]=[CH:39][CH:38]=[CH:37][CH:36]=1, predict the reaction product. The product is: [C:25]([O:24][C:22](=[O:23])[CH2:21][N:3]1[C:4]2[C:9](=[CH:8][CH:7]=[C:6]([C:17]([O:19][CH3:20])=[O:18])[CH:5]=2)[C:10]([CH:11]2[CH2:16][CH2:15][CH2:14][CH2:13][CH2:12]2)=[C:2]1[C:35]1[CH:40]=[CH:39][CH:38]=[CH:37][CH:36]=1)([CH3:28])([CH3:27])[CH3:26]. (2) Given the reactants C[Si]([C:5]#[C:6][C:7]1[CH:14]=[CH:13][C:10]([CH:11]=[O:12])=[CH:9][CH:8]=1)(C)C.C(Cl)Cl.C(=O)([O-])[O-].[K+].[K+], predict the reaction product. The product is: [C:6]([C:7]1[CH:14]=[CH:13][C:10]([CH:11]=[O:12])=[CH:9][CH:8]=1)#[CH:5]. (3) Given the reactants [C:1]([N:4]1[CH2:9][CH2:8][C@H:7]([NH:10][C:11]([C:13]2[NH:14][C:15]([CH2:19][CH3:20])=[C:16]([Cl:18])[N:17]=2)=[O:12])[C@H:6]([O:21][CH3:22])[CH2:5]1)(=[S:3])[NH2:2].Br[CH:24]([CH2:34][CH3:35])[C:25](=O)[C:26]([O:28][CH2:29][CH2:30][CH2:31][CH3:32])=[O:27], predict the reaction product. The product is: [Cl:18][C:16]1[N:17]=[C:13]([C:11]([NH:10][C@H:7]2[CH2:8][CH2:9][N:4]([C:1]3[S:3][C:24]([CH2:34][CH3:35])=[C:25]([C:26]([O:28][CH2:29][CH2:30][CH2:31][CH3:32])=[O:27])[N:2]=3)[CH2:5][C@H:6]2[O:21][CH3:22])=[O:12])[NH:14][C:15]=1[CH2:19][CH3:20]. (4) Given the reactants [CH:1]1([N:6]2[C:10]3[N:11]=[CH:12][N:13]=[C:14]([NH2:15])[C:9]=3[C:8]([C:16]3[NH:20][C:19]4[CH:21]=[C:22]([N+:25]([O-])=O)[CH:23]=[CH:24][C:18]=4[N:17]=3)=[CH:7]2)[CH2:5][CH2:4][CH2:3][CH2:2]1.[F:28][C:29]1[CH:30]=[C:31]([S:35](Cl)(=[O:37])=[O:36])[CH:32]=[CH:33][CH:34]=1, predict the reaction product. The product is: [NH2:15][C:14]1[C:9]2[C:8]([C:16]3[NH:20][C:19]4[CH:21]=[C:22]([NH:25][S:35]([C:31]5[CH:32]=[CH:33][CH:34]=[C:29]([F:28])[CH:30]=5)(=[O:37])=[O:36])[CH:23]=[CH:24][C:18]=4[N:17]=3)=[CH:7][N:6]([CH:1]3[CH2:5][CH2:4][CH2:3][CH2:2]3)[C:10]=2[N:11]=[CH:12][N:13]=1. (5) Given the reactants [F:1][C:2]([F:22])([F:21])[O:3][C:4]1[CH:9]=[CH:8][C:7]([N:10]2[CH2:14][CH2:13][C:12]3([CH2:19][CH2:18][NH:17][CH2:16][CH2:15]3)[C:11]2=[O:20])=[CH:6][CH:5]=1.O=C(Cl)[O:25][C:26](Cl)(Cl)Cl.[NH:31]1[CH2:35][CH2:34][CH2:33][CH2:32]1, predict the reaction product. The product is: [N:31]1([C:26]([N:17]2[CH2:16][CH2:15][C:12]3([C:11](=[O:20])[N:10]([C:7]4[CH:8]=[CH:9][C:4]([O:3][C:2]([F:1])([F:21])[F:22])=[CH:5][CH:6]=4)[CH2:14][CH2:13]3)[CH2:19][CH2:18]2)=[O:25])[CH2:35][CH2:34][CH2:33][CH2:32]1.